Dataset: Catalyst prediction with 721,799 reactions and 888 catalyst types from USPTO. Task: Predict which catalyst facilitates the given reaction. Reactant: [NH:1]1[C:9]2[C:4](=[C:5]([N:10]3[CH2:15][CH2:14][N:13]([CH2:16][CH:17]4[CH2:26][CH2:25][C:24]5[C:19](=[CH:20][CH:21]=[CH:22][CH:23]=5)[NH:18]4)[CH2:12][CH2:11]3)[CH:6]=[CH:7][CH:8]=2)[CH:3]=[CH:2]1.[CH2:27]([N:29]=[C:30]=[O:31])[CH3:28].O. Product: [CH2:27]([NH:29][C:30]([N:18]1[C:19]2[C:24](=[CH:23][CH:22]=[CH:21][CH:20]=2)[CH2:25][CH2:26][CH:17]1[CH2:16][N:13]1[CH2:14][CH2:15][N:10]([C:5]2[CH:6]=[CH:7][CH:8]=[C:9]3[C:4]=2[CH:3]=[CH:2][NH:1]3)[CH2:11][CH2:12]1)=[O:31])[CH3:28]. The catalyst class is: 3.